From a dataset of NCI-60 drug combinations with 297,098 pairs across 59 cell lines. Regression. Given two drug SMILES strings and cell line genomic features, predict the synergy score measuring deviation from expected non-interaction effect. Drug 1: CCCS(=O)(=O)NC1=C(C(=C(C=C1)F)C(=O)C2=CNC3=C2C=C(C=N3)C4=CC=C(C=C4)Cl)F. Drug 2: CCC1=C2CN3C(=CC4=C(C3=O)COC(=O)C4(CC)O)C2=NC5=C1C=C(C=C5)O. Cell line: EKVX. Synergy scores: CSS=10.3, Synergy_ZIP=-1.72, Synergy_Bliss=2.29, Synergy_Loewe=-10.8, Synergy_HSA=0.241.